This data is from Catalyst prediction with 721,799 reactions and 888 catalyst types from USPTO. The task is: Predict which catalyst facilitates the given reaction. (1) Reactant: [F:1][C:2]1[CH:7]=[C:6]([S:8]([CH3:11])(=[O:10])=[O:9])[CH:5]=[CH:4][C:3]=1[NH:12][NH2:13].C[O-].[Na+].C(O[CH:20]=[C:21]([C:24]#[N:25])[C:22]#[N:23])C. Product: [NH2:25][C:24]1[N:12]([C:3]2[CH:4]=[CH:5][C:6]([S:8]([CH3:11])(=[O:10])=[O:9])=[CH:7][C:2]=2[F:1])[N:13]=[CH:20][C:21]=1[C:22]#[N:23]. The catalyst class is: 5. (2) Reactant: [CH3:1][O:2][C:3](=[O:15])[NH:4][C:5]1[NH:9][C:8]2[CH:10]=[CH:11][C:12]([OH:14])=[CH:13][C:7]=2[N:6]=1.[F:16][C:17]([F:30])([F:29])[O:18][C:19]1[CH:24]=[CH:23][C:22]([S:25](Cl)(=[O:27])=[O:26])=[CH:21][CH:20]=1.C(N(CC)CC)C. Product: [CH3:1][O:2][C:3]([NH:4][C:5]1[NH:9][C:8]2[CH:10]=[CH:11][C:12]([O:14][S:25]([C:22]3[CH:21]=[CH:20][C:19]([O:18][C:17]([F:16])([F:29])[F:30])=[CH:24][CH:23]=3)(=[O:27])=[O:26])=[CH:13][C:7]=2[N:6]=1)=[O:15]. The catalyst class is: 21. (3) Reactant: [CH3:1][C:2]1[N:7]=[C:6]([SH:8])[N:5]=[C:4]([OH:9])[CH:3]=1.C(=O)([O-])[O-].[K+].[K+].Br[CH2:17][C:18]1[N:19]=[CH:20][S:21][CH:22]=1. Product: [CH3:1][C:2]1[N:7]=[C:6]([S:8][CH2:17][C:18]2[N:19]=[CH:20][S:21][CH:22]=2)[N:5]=[C:4]([OH:9])[CH:3]=1. The catalyst class is: 3. (4) Reactant: [Cl:1][C:2]1[CH:16]=[CH:15][C:5]([NH:6][C@H:7]2[CH2:10][C@@H:9]([S:11]([CH3:14])(=[O:13])=[O:12])[CH2:8]2)=[C:4]([N+:17]([O-])=O)[CH:3]=1. Product: [Cl:1][C:2]1[CH:3]=[C:4]([NH2:17])[C:5]([NH:6][C@H:7]2[CH2:8][C@@H:9]([S:11]([CH3:14])(=[O:12])=[O:13])[CH2:10]2)=[CH:15][CH:16]=1. The catalyst class is: 94. (5) Reactant: [I:1][C:2]1[CH:3]=[C:4]2[C:9](=[CH:10][CH:11]=1)[C:8](=[O:12])[NH:7][C:6](=[O:13])/[C:5]/2=[CH:14]/OC.[CH3:17][N:18]([CH2:20][CH:21]1[CH2:26][CH2:25][N:24]([C:27]2[CH:32]=[CH:31][C:30]([NH2:33])=[CH:29][CH:28]=2)[CH2:23][CH2:22]1)[CH3:19].FC(F)(F)C(O)=O.C(N(CC)CC)C. Product: [CH3:19][N:18]([CH2:20][CH:21]1[CH2:22][CH2:23][N:24]([C:27]2[CH:32]=[CH:31][C:30]([NH:33]/[CH:14]=[C:5]3\[C:6](=[O:13])[NH:7][C:8](=[O:12])[C:9]4[C:4]\3=[CH:3][C:2]([I:1])=[CH:11][CH:10]=4)=[CH:29][CH:28]=2)[CH2:25][CH2:26]1)[CH3:17]. The catalyst class is: 9. (6) Reactant: Br.Br[CH2:3][C:4]1[CH:9]=[CH:8][CH:7]=[CH:6][N:5]=1.[CH2:10]([O:12][C:13](=[S:15])[SH:14])[CH3:11].[K].O=O.[OH-].[Na+]. Product: [C:13]([S:15][CH2:3][C:4]1[CH:9]=[CH:8][CH:7]=[CH:6][N:5]=1)(=[S:14])[O:12][CH2:10][CH3:11]. The catalyst class is: 8.